This data is from Peptide-MHC class I binding affinity with 185,985 pairs from IEDB/IMGT. The task is: Regression. Given a peptide amino acid sequence and an MHC pseudo amino acid sequence, predict their binding affinity value. This is MHC class I binding data. (1) The peptide sequence is SSAGVTAPI. The MHC is Mamu-A01 with pseudo-sequence Mamu-A01. The binding affinity (normalized) is 0.529. (2) The peptide sequence is RTMPASLGK. The MHC is HLA-A03:01 with pseudo-sequence HLA-A03:01. The binding affinity (normalized) is 0.526. (3) The binding affinity (normalized) is 0.309. The peptide sequence is SIKMIYDLNA. The MHC is HLA-A02:01 with pseudo-sequence HLA-A02:01. (4) The peptide sequence is GELRKAICL. The MHC is HLA-B08:02 with pseudo-sequence HLA-B08:02. The binding affinity (normalized) is 0.0847. (5) The peptide sequence is WFQRIPLQW. The MHC is HLA-A68:02 with pseudo-sequence HLA-A68:02. The binding affinity (normalized) is 0.0847. (6) The binding affinity (normalized) is 0.462. The MHC is HLA-A23:01 with pseudo-sequence HLA-A23:01. The peptide sequence is VQYRILPMI. (7) The peptide sequence is FTWQHNYYL. The MHC is HLA-A02:01 with pseudo-sequence HLA-A02:01. The binding affinity (normalized) is 0.936.